Dataset: Reaction yield outcomes from USPTO patents with 853,638 reactions. Task: Predict the reaction yield, written as a fraction of the theoretical maximum amount of product (1.0 means a 100% yield; for example, 0.34 means a 34% yield). (1) The reactants are [NH:1]1[C:9]2[C:4](=[CH:5][CH:6]=[CH:7][CH:8]=2)[CH:3]=[C:2]1[C:10]1[C:14]([C:15]([OH:17])=O)=[CH:13][NH:12][N:11]=1.F[P-](F)(F)(F)(F)F.[N:25]1(O[P+](N2CCCC2)(N2CCCC2)N2CCCC2)C2C=CC=CC=2N=N1.ON1C2C=CC=CC=2N=N1.C(N(CC)C(C)C)(C)C.[NH4+].[Cl-]. The catalyst is CN(C=O)C. The product is [NH:1]1[C:9]2[C:4](=[CH:5][CH:6]=[CH:7][CH:8]=2)[CH:3]=[C:2]1[C:10]1[C:14]([C:15]([NH2:25])=[O:17])=[CH:13][NH:12][N:11]=1. The yield is 0.860. (2) The reactants are [CH2:1]([N:3]([CH2:22][CH3:23])[CH2:4][CH2:5][N:6]1[CH2:11][CH2:10][C:9]2[NH:12][C:13]([CH2:19][OH:20])=[C:14]([C:15]([F:18])([F:17])[F:16])[C:8]=2[C:7]1=[O:21])[CH3:2].O.CC1C=CC(S(O)(=O)=O)=CC=1.I(C1C=CC=CC=1C(O)=O)(=O)=O. No catalyst specified. The product is [CH2:22]([N:3]([CH2:1][CH3:2])[CH2:4][CH2:5][N:6]1[CH2:11][CH2:10][C:9]2[NH:12][C:13]([CH:19]=[O:20])=[C:14]([C:15]([F:16])([F:18])[F:17])[C:8]=2[C:7]1=[O:21])[CH3:23]. The yield is 0.280. (3) The reactants are [CH3:1][O:2][C:3]1[CH:4]=[C:5]2[C:10](=[CH:11][CH:12]=1)[C:9](=[O:13])[N:8]([C:14]1[CH:19]=[CH:18][C:17]([O:20][CH3:21])=[CH:16][CH:15]=1)[CH:7]=[CH:6]2.[Br:22]N1C(=O)CCC1=O.C(=O)(O)[O-].[Na+]. The catalyst is C(#N)C. The product is [Br:22][C:6]1[C:5]2[C:10](=[CH:11][CH:12]=[C:3]([O:2][CH3:1])[CH:4]=2)[C:9](=[O:13])[N:8]([C:14]2[CH:15]=[CH:16][C:17]([O:20][CH3:21])=[CH:18][CH:19]=2)[CH:7]=1. The yield is 0.859. (4) The reactants are Cl[P:2]([Cl:4])Cl.[CH2:5]([NH:7][CH2:8][CH3:9])[CH3:6]. No catalyst specified. The product is [CH2:5]([N:7]([CH2:8][CH3:9])[P:2]([Cl:4])[N:7]([CH2:8][CH3:9])[CH2:5][CH3:6])[CH3:6]. The yield is 0.840. (5) The reactants are [CH2:1]([NH2:3])[CH3:2].[C:4]([C:7]1[CH:15]=[CH:14][CH:13]=[C:12]2[C:8]=1[CH2:9][C:10](=[O:16])[NH:11]2)(O)=[O:5].C1CN([P+](ON2N=NC3C=CC=CC2=3)(N2CCCC2)N2CCCC2)CC1.F[P-](F)(F)(F)(F)F. The catalyst is CN(C)C=O.CN(C)C1C=CN=CC=1. The product is [CH2:1]([NH:3][C:4]([C:7]1[C:8]2[CH2:9][C:10](=[O:16])[NH:11][C:12]=2[CH:13]=[CH:14][CH:15]=1)=[O:5])[CH3:2]. The yield is 0.650. (6) The reactants are Br[C:2]1[N:6]([S:7]([C:10]2[CH:15]=[CH:14][CH:13]=[CH:12][CH:11]=2)(=[O:9])=[O:8])[CH:5]=[C:4]([CH2:16][N:17]([CH3:25])[C:18](=[O:24])[O:19][C:20]([CH3:23])([CH3:22])[CH3:21])[CH:3]=1.[C:26]1(B(O)O)[CH:31]=[CH:30][CH:29]=[CH:28][CH:27]=1.C(=O)([O-])[O-].[Na+].[Na+].C(=O)([O-])O.[Na+]. The catalyst is COCCOC.C1C=CC([P]([Pd]([P](C2C=CC=CC=2)(C2C=CC=CC=2)C2C=CC=CC=2)([P](C2C=CC=CC=2)(C2C=CC=CC=2)C2C=CC=CC=2)[P](C2C=CC=CC=2)(C2C=CC=CC=2)C2C=CC=CC=2)(C2C=CC=CC=2)C2C=CC=CC=2)=CC=1.O. The product is [CH3:25][N:17]([CH2:16][C:4]1[CH:3]=[C:2]([C:26]2[CH:31]=[CH:30][CH:29]=[CH:28][CH:27]=2)[N:6]([S:7]([C:10]2[CH:15]=[CH:14][CH:13]=[CH:12][CH:11]=2)(=[O:9])=[O:8])[CH:5]=1)[C:18](=[O:24])[O:19][C:20]([CH3:23])([CH3:22])[CH3:21]. The yield is 0.940. (7) The reactants are [CH:1]([O:4][C:5]1[CH:10]=[CH:9][C:8]([N+:11]([O-])=O)=[CH:7][C:6]=1[NH:14][CH:15]([CH3:17])[CH3:16])([CH3:3])[CH3:2]. The catalyst is C(O)C.[Pd]. The product is [CH:1]([O:4][C:5]1[C:6]([NH:14][CH:15]([CH3:17])[CH3:16])=[CH:7][C:8]([NH2:11])=[CH:9][CH:10]=1)([CH3:3])[CH3:2]. The yield is 0.780. (8) The reactants are [N-:1]=[N+:2]=[N-:3].[Na+].[F:5][C:6]([F:19])([F:18])[O:7][C:8]1[CH:9]=[C:10]([CH:15]=[CH:16][CH:17]=1)[C:11](=[O:14])[CH2:12]Br. The catalyst is CO. The product is [N:1]([CH2:12][C:11]([C:10]1[CH:15]=[CH:16][CH:17]=[C:8]([O:7][C:6]([F:5])([F:18])[F:19])[CH:9]=1)=[O:14])=[N+:2]=[N-:3]. The yield is 0.910. (9) The reactants are [CH2:1]([C:3]1[CH:11]=[C:10]([CH3:12])[CH:9]=[CH:8][C:4]=1[C:5]([OH:7])=[O:6])[CH3:2].[N+:13]([O-])([OH:15])=[O:14]. The catalyst is S(=O)(=O)(O)O. The product is [CH2:1]([C:3]1[CH:11]=[C:10]([CH3:12])[C:9]([N+:13]([O-:15])=[O:14])=[CH:8][C:4]=1[C:5]([OH:7])=[O:6])[CH3:2]. The yield is 0.370.